From a dataset of NCI-60 drug combinations with 297,098 pairs across 59 cell lines. Regression. Given two drug SMILES strings and cell line genomic features, predict the synergy score measuring deviation from expected non-interaction effect. (1) Drug 1: CC1CCC2CC(C(=CC=CC=CC(CC(C(=O)C(C(C(=CC(C(=O)CC(OC(=O)C3CCCCN3C(=O)C(=O)C1(O2)O)C(C)CC4CCC(C(C4)OC)OCCO)C)C)O)OC)C)C)C)OC. Drug 2: CC1CCCC2(C(O2)CC(NC(=O)CC(C(C(=O)C(C1O)C)(C)C)O)C(=CC3=CSC(=N3)C)C)C. Cell line: OVCAR3. Synergy scores: CSS=60.7, Synergy_ZIP=4.95, Synergy_Bliss=2.97, Synergy_Loewe=-12.4, Synergy_HSA=2.67. (2) Drug 1: C1CCN(CC1)CCOC2=CC=C(C=C2)C(=O)C3=C(SC4=C3C=CC(=C4)O)C5=CC=C(C=C5)O. Drug 2: C1=C(C(=O)NC(=O)N1)F. Cell line: A498. Synergy scores: CSS=35.4, Synergy_ZIP=0.306, Synergy_Bliss=-0.236, Synergy_Loewe=-0.0591, Synergy_HSA=1.03. (3) Drug 1: CC(CN1CC(=O)NC(=O)C1)N2CC(=O)NC(=O)C2. Drug 2: N.N.Cl[Pt+2]Cl. Cell line: COLO 205. Synergy scores: CSS=46.4, Synergy_ZIP=-1.31, Synergy_Bliss=-4.33, Synergy_Loewe=-11.3, Synergy_HSA=-8.81. (4) Drug 1: CC12CCC3C(C1CCC2=O)CC(=C)C4=CC(=O)C=CC34C. Drug 2: C1CN(CCN1C(=O)CCBr)C(=O)CCBr. Cell line: MALME-3M. Synergy scores: CSS=16.3, Synergy_ZIP=0.205, Synergy_Bliss=1.50, Synergy_Loewe=-6.69, Synergy_HSA=0.760.